Dataset: Full USPTO retrosynthesis dataset with 1.9M reactions from patents (1976-2016). Task: Predict the reactants needed to synthesize the given product. (1) The reactants are: [Br:1][C:2]1[N:7]=[CH:6][C:5]2[C:8](I)=[N:9][N:10]([CH:11]([CH3:13])[CH3:12])[C:4]=2[CH:3]=1.C1(P(C2C=CC=CC=2)C2C3OC4C(=CC=CC=4P(C4C=CC=CC=4)C4C=CC=CC=4)C(C)(C)C=3C=CC=2)C=CC=CC=1.C(=O)([O-])[O-].[Cs+].[Cs+].[O:63]1[CH2:66][CH:65]([NH2:67])[CH2:64]1. Given the product [Br:1][C:2]1[N:7]=[CH:6][C:5]2[C:8]([NH:67][CH:65]3[CH2:66][O:63][CH2:64]3)=[N:9][N:10]([CH:11]([CH3:13])[CH3:12])[C:4]=2[CH:3]=1, predict the reactants needed to synthesize it. (2) Given the product [C:40]([CH2:39][CH2:38][C:10]1[C:11]([CH2:15][CH2:16][CH2:17][CH2:18][CH2:19][CH2:20][O:21][C:22]2[CH:23]=[C:24]([C:31]3[CH:36]=[CH:35][CH:34]=[C:33]([F:37])[CH:32]=3)[CH:25]=[C:26]([O:28][CH2:29][CH3:30])[CH:27]=2)=[CH:12][CH:13]=[CH:14][C:9]=1[O:8][CH2:7][CH2:6][CH2:5][C:4]([OH:45])=[O:3])([OH:42])=[O:41], predict the reactants needed to synthesize it. The reactants are: C([O:3][C:4](=[O:45])[CH2:5][CH2:6][CH2:7][O:8][C:9]1[CH:14]=[CH:13][CH:12]=[C:11]([CH2:15][CH2:16][CH2:17][CH2:18][CH2:19][CH2:20][O:21][C:22]2[CH:23]=[C:24]([C:31]3[CH:36]=[CH:35][CH:34]=[C:33]([F:37])[CH:32]=3)[CH:25]=[C:26]([O:28][CH2:29][CH3:30])[CH:27]=2)[C:10]=1[CH2:38][CH2:39][C:40]([O:42]CC)=[O:41])C.[OH-].[Na+]. (3) Given the product [CH3:1][NH:2][C:3]1[C:4]([NH2:13])=[C:5]2[C:10](=[CH:11][CH:12]=1)[N:9]=[CH:8][CH:7]=[N:6]2, predict the reactants needed to synthesize it. The reactants are: [CH3:1][NH:2][C:3]1[C:4]([N+:13]([O-])=O)=[C:5]2[C:10](=[CH:11][CH:12]=1)[N:9]=[CH:8][CH:7]=[N:6]2.O.NN. (4) The reactants are: Cl.[C:2](=[NH:6])([NH2:5])[CH2:3][CH3:4].C[O-].[Na+].[C:10]([C:12]1[CH:17]=[CH:16][CH:15]=[CH:14][C:13]=1[C:18]1[CH:23]=[CH:22][C:21]([CH2:24][CH:25]([C:30](=O)[CH2:31][CH2:32][CH2:33][CH3:34])[C:26](OC)=[O:27])=[C:20]([F:36])[CH:19]=1)#[N:11]. Given the product [CH2:31]([C:30]1[N:6]=[C:2]([CH2:3][CH3:4])[NH:5][C:26](=[O:27])[C:25]=1[CH2:24][C:21]1[CH:22]=[CH:23][C:18]([C:13]2[C:12]([C:10]#[N:11])=[CH:17][CH:16]=[CH:15][CH:14]=2)=[CH:19][C:20]=1[F:36])[CH2:32][CH2:33][CH3:34], predict the reactants needed to synthesize it. (5) Given the product [I:1][C:2]1[C:6]([C:7]#[N:8])=[CH:5][N:4]([CH2:12][O:13][CH2:14][CH2:15][Si:16]([CH3:19])([CH3:18])[CH3:17])[N:3]=1, predict the reactants needed to synthesize it. The reactants are: [I:1][C:2]1[C:6]([C:7]#[N:8])=[CH:5][NH:4][N:3]=1.[H-].[Na+].Cl[CH2:12][O:13][CH2:14][CH2:15][Si:16]([CH3:19])([CH3:18])[CH3:17].